The task is: Predict the reactants needed to synthesize the given product.. This data is from Full USPTO retrosynthesis dataset with 1.9M reactions from patents (1976-2016). (1) Given the product [NH:1]1[C:9]2[C:4](=[C:5](/[CH:10]=[CH:11]/[CH2:12][OH:13])[CH:6]=[CH:7][CH:8]=2)[CH:3]=[CH:2]1.[NH:1]1[C:9]2[C:4](=[C:5]([CH2:10][CH2:11][CH2:12][OH:13])[CH:6]=[CH:7][CH:8]=2)[CH:3]=[CH:2]1, predict the reactants needed to synthesize it. The reactants are: [NH:1]1[C:9]2[C:4](=[C:5](/[CH:10]=[CH:11]/[CH2:12][OH:13])[CH:6]=[CH:7][CH:8]=2)[CH:3]=[CH:2]1. (2) Given the product [F:1][B-:2]([F:5])([F:4])[F:3].[CH3:12][N:13]([CH3:18])[CH:14]=[C:15]([C:16]([O:21][CH3:19])=[O:17])[CH:9]=[CH:10][CH:11]=[N+:6]([CH3:26])[CH3:7], predict the reactants needed to synthesize it. The reactants are: [F:1][B-:2]([F:5])([F:4])[F:3].[NH+:6]1[CH:11]=[CH:10][CH:9]=C[CH:7]=1.[CH3:12][N:13]([CH3:18])[CH:14]=[CH:15][CH:16]=[O:17].[C:19](OC(=O)C)(=[O:21])C.[C:26](O)(=O)C. (3) Given the product [CH3:41][O:40][C:38]1[CH:39]=[C:34]([CH2:33][CH2:32][C:22]2[CH:21]=[C:20]([NH:19][C:13](=[O:15])[C:12]3[CH:11]=[CH:10][C:9]([N:4]4[CH2:5][CH:6]([CH3:8])[NH:7][CH:2]([CH3:1])[CH2:3]4)=[CH:18][CH:17]=3)[NH:24][N:23]=2)[CH:35]=[C:36]([O:42][CH3:43])[CH:37]=1, predict the reactants needed to synthesize it. The reactants are: [CH3:1][CH:2]1[NH:7][CH:6]([CH3:8])[CH2:5][N:4]([C:9]2[CH:18]=[CH:17][C:12]([C:13]([O:15]C)=O)=[CH:11][CH:10]=2)[CH2:3]1.[NH2:19][C:20]1[N:24](C(OC(C)(C)C)=O)[N:23]=[C:22]([CH2:32][CH2:33][C:34]2[CH:39]=[C:38]([O:40][CH3:41])[CH:37]=[C:36]([O:42][CH3:43])[CH:35]=2)[CH:21]=1.C[Si]([N-][Si](C)(C)C)(C)C.[Na+]. (4) Given the product [C:1]([O:5][C:6](=[O:27])[N:7]([CH2:8][CH2:9][C:10]([N:12]([C:15]1[C:16]([Cl:26])=[N:17][N:18]([C:20]2[CH:21]=[N:22][CH:23]=[CH:24][CH:25]=2)[CH:19]=1)[CH2:13][CH3:14])=[O:11])[CH3:30])([CH3:2])([CH3:3])[CH3:4], predict the reactants needed to synthesize it. The reactants are: [C:1]([O:5][C:6](=[O:27])[NH:7][CH2:8][CH2:9][C:10]([N:12]([C:15]1[C:16]([Cl:26])=[N:17][N:18]([C:20]2[CH:21]=[N:22][CH:23]=[CH:24][CH:25]=2)[CH:19]=1)[CH2:13][CH3:14])=[O:11])([CH3:4])([CH3:3])[CH3:2].[H-].[Na+].[CH3:30]I. (5) Given the product [C:1]([C:3]1[C:4]([N:18]2[CH2:23][CH2:22][N:21]([C:25]([NH:24][C@H:27]([C:29]3[CH:34]=[CH:33][CH:32]=[CH:31][CH:30]=3)[CH3:28])=[O:26])[CH2:20][CH2:19]2)=[N:5][C:6]([C:14]([F:15])([F:17])[F:16])=[C:7]([CH:13]=1)[C:8]([O:10][CH2:11][CH3:12])=[O:9])#[N:2], predict the reactants needed to synthesize it. The reactants are: [C:1]([C:3]1[C:4]([N:18]2[CH2:23][CH2:22][NH:21][CH2:20][CH2:19]2)=[N:5][C:6]([C:14]([F:17])([F:16])[F:15])=[C:7]([CH:13]=1)[C:8]([O:10][CH2:11][CH3:12])=[O:9])#[N:2].[N:24]([C@H:27]([C:29]1[CH:34]=[CH:33][CH:32]=[CH:31][CH:30]=1)[CH3:28])=[C:25]=[O:26].